Dataset: hERG Central: cardiac toxicity at 1µM, 10µM, and general inhibition. Task: Predict hERG channel inhibition at various concentrations. (1) The drug is CCC(C)NC(=O)CSc1nc2c(sc3ccccc32)c(=O)n1CCCN1CCOCC1. Results: hERG_inhib (hERG inhibition (general)): blocker. (2) The compound is CC(=O)n1cc([C@H]2C=C(C(=O)NCc3ccccc3)O[C@@H](OCCCCO)C2)c2ccccc21. Results: hERG_inhib (hERG inhibition (general)): blocker. (3) Results: hERG_inhib (hERG inhibition (general)): blocker. The drug is NC(=O)C1CCN(c2ccnc3cc(Cl)ccc23)CC1.